Dataset: Forward reaction prediction with 1.9M reactions from USPTO patents (1976-2016). Task: Predict the product of the given reaction. (1) Given the reactants [Cl:1][C:2]1[CH:7]=[CH:6][C:5]([CH:8]([C:36]2[CH:41]=[CH:40][C:39]([Cl:42])=[CH:38][CH:37]=2)[C:9]2[CH:10]=[C:11]3[C:16](=[CH:17][CH:18]=2)[NH:15][C:14](=[O:19])[CH:13]=[C:12]3[NH:20][C:21]2[CH:35]=[CH:34][C:24]([O:25][CH2:26][C:27]([O:29]C(C)(C)C)=[O:28])=[CH:23][CH:22]=2)=[CH:4][CH:3]=1.FC(F)(F)C(O)=O, predict the reaction product. The product is: [Cl:42][C:39]1[CH:38]=[CH:37][C:36]([CH:8]([C:5]2[CH:4]=[CH:3][C:2]([Cl:1])=[CH:7][CH:6]=2)[C:9]2[CH:10]=[C:11]3[C:16](=[CH:17][CH:18]=2)[NH:15][C:14](=[O:19])[CH:13]=[C:12]3[NH:20][C:21]2[CH:35]=[CH:34][C:24]([O:25][CH2:26][C:27]([OH:29])=[O:28])=[CH:23][CH:22]=2)=[CH:41][CH:40]=1. (2) Given the reactants [F:1][C:2]1[C:7]([F:8])=[CH:6][CH:5]=[CH:4][C:3]=1[CH2:9][S:10][C:11]1[N:16]=[C:15]([NH:17][S:18]([CH3:21])(=[O:20])=[O:19])[CH:14]=[C:13]([O:22][C@@H:23]([C@H:25]2[CH2:29][O:28]C(C)(C)[O:26]2)[CH3:24])[N:12]=1.C(=O)(O)[O-].[Na+], predict the reaction product. The product is: [F:1][C:2]1[C:7]([F:8])=[CH:6][CH:5]=[CH:4][C:3]=1[CH2:9][S:10][C:11]1[N:16]=[C:15]([NH:17][S:18]([CH3:21])(=[O:19])=[O:20])[CH:14]=[C:13]([O:22][C@H:23]([CH3:24])[C@H:25]([OH:26])[CH2:29][OH:28])[N:12]=1. (3) The product is: [O:20]1[CH2:21][CH2:22][CH2:23][CH2:24][CH:19]1[N:15]1[C:16]2[C:12](=[CH:11][C:10](/[C:9](/[C:25]3[CH:32]=[CH:31][C:28]([CH:29]=[O:30])=[CH:27][CH:26]=3)=[C:8](/[C:5]3[CH:6]=[CH:7][C:2]([B:44]4[O:45][C:46]([CH3:51])([CH3:52])[C:47]([CH3:49])([CH3:50])[O:48]4)=[CH:3][CH:4]=3)\[CH2:33][CH3:34])=[CH:18][CH:17]=2)[CH:13]=[N:14]1. Given the reactants Br[C:2]1[CH:7]=[CH:6][C:5](/[C:8](/[CH2:33][CH3:34])=[C:9](\[C:25]2[CH:32]=[CH:31][C:28]([CH:29]=[O:30])=[CH:27][CH:26]=2)/[C:10]2[CH:11]=[C:12]3[C:16](=[CH:17][CH:18]=2)[N:15]([CH:19]2[CH2:24][CH2:23][CH2:22][CH2:21][O:20]2)[N:14]=[CH:13]3)=[CH:4][CH:3]=1.[B:44]1([B:44]2[O:48][C:47]([CH3:50])([CH3:49])[C:46]([CH3:52])([CH3:51])[O:45]2)[O:48][C:47]([CH3:50])([CH3:49])[C:46]([CH3:52])([CH3:51])[O:45]1.C([O-])(=O)C.[K+].C(Cl)Cl, predict the reaction product. (4) The product is: [C:1]([O:5][C:6]([N:8]1[CH2:13][CH2:12][N:11]([S:29]([CH3:28])(=[O:31])=[O:30])[CH2:10][C@@H:9]1[C:14]([OH:16])=[O:15])=[O:7])([CH3:4])([CH3:3])[CH3:2]. Given the reactants [C:1]([O:5][C:6]([N:8]1[CH2:13][CH2:12][NH:11][CH2:10][C@@H:9]1[C:14]([O:16]CC)=[O:15])=[O:7])([CH3:4])([CH3:3])[CH3:2].[OH-].[Na+].Cl.C(=O)([O-])[O-].[Na+].[Na+].[CH3:28][S:29](Cl)(=[O:31])=[O:30], predict the reaction product. (5) Given the reactants C(OC([N:6]1[CH2:11][CH2:10][CH:9]([N:12]2[C:16]3[CH:17]=[CH:18][C:19]([F:21])=[CH:20][C:15]=3[NH:14][C:13]2=[O:22])[CH2:8][CH2:7]1)=O)C.[OH-].[Na+].Cl.C(=O)([O-])[O-].[Na+].[Na+], predict the reaction product. The product is: [F:21][C:19]1[CH:18]=[CH:17][C:16]2[N:12]([CH:9]3[CH2:8][CH2:7][NH:6][CH2:11][CH2:10]3)[C:13](=[O:22])[NH:14][C:15]=2[CH:20]=1. (6) Given the reactants F[C:2]1[CH:7]=[C:6]([C:8]2[CH:37]=[CH:36][C:11]3[N:12]([C:15]4[S:19][C:18]([C:20]([NH2:22])=[O:21])=[C:17]([O:23][C@@H:24]([C:26]5[CH:31]=[CH:30][CH:29]=[CH:28][C:27]=5[C:32]([F:35])([F:34])[F:33])[CH3:25])[CH:16]=4)[CH:13]=[N:14][C:10]=3[CH:9]=2)[CH:5]=[CH:4][N:3]=1.[CH3:38][N:39]1[CH2:44][CH2:43][NH:42][CH2:41][CH2:40]1.C(O)C, predict the reaction product. The product is: [CH3:38][N:39]1[CH2:44][CH2:43][N:42]([C:2]2[CH:7]=[C:6]([C:8]3[CH:37]=[CH:36][C:11]4[N:12]([C:15]5[S:19][C:18]([C:20]([NH2:22])=[O:21])=[C:17]([O:23][C@@H:24]([C:26]6[CH:31]=[CH:30][CH:29]=[CH:28][C:27]=6[C:32]([F:33])([F:35])[F:34])[CH3:25])[CH:16]=5)[CH:13]=[N:14][C:10]=4[CH:9]=3)[CH:5]=[CH:4][N:3]=2)[CH2:41][CH2:40]1. (7) Given the reactants [Cl:1][C:2]1[CH:3]=[C:4]2[C:9](=[CH:10][CH:11]=1)[CH:8]=[C:7]([S:12]([N:15]1[CH2:20][CH2:19][N:18]([C:21]([C:23]3[N:24]=[N:25][C:26](Cl)=[CH:27][CH:28]=3)=[O:22])[CH2:17][CH2:16]1)(=[O:14])=[O:13])[CH:6]=[CH:5]2.[CH3:30][N:31]1[CH2:37][CH2:36][CH2:35][NH:34][CH2:33][CH2:32]1.N1C=CC=CC=1, predict the reaction product. The product is: [OH2:13].[Cl:1][C:2]1[CH:3]=[C:4]2[C:9](=[CH:10][CH:11]=1)[CH:8]=[C:7]([S:12]([N:15]1[CH2:20][CH2:19][N:18]([C:21]([C:23]3[N:24]=[N:25][C:26]([N:34]4[CH2:35][CH2:36][CH2:37][N:31]([CH3:30])[CH2:32][CH2:33]4)=[CH:27][CH:28]=3)=[O:22])[CH2:17][CH2:16]1)(=[O:14])=[O:13])[CH:6]=[CH:5]2.[Cl:1][C:2]1[CH:3]=[C:4]2[C:9](=[CH:10][CH:11]=1)[CH:8]=[C:7]([S:12]([N:15]1[CH2:20][CH2:19][N:18]([C:21]([C:23]3[N:24]=[N:25][C:26]([N:34]4[CH2:35][CH2:36][CH2:37][N:31]([CH3:30])[CH2:32][CH2:33]4)=[CH:27][CH:28]=3)=[O:22])[CH2:17][CH2:16]1)(=[O:14])=[O:13])[CH:6]=[CH:5]2.